Dataset: Full USPTO retrosynthesis dataset with 1.9M reactions from patents (1976-2016). Task: Predict the reactants needed to synthesize the given product. (1) The reactants are: [F:1][C:2]1[C:3]([NH:12][C@@H:13]2[CH2:18][C@@H:17]3[N:19](C(OC(C)(C)C)=O)[C@H:14]2[CH2:15][CH2:16]3)=[N:4][CH:5]=[C:6]([C:8]([F:11])([F:10])[F:9])[CH:7]=1.Cl. Given the product [F:1][C:2]1[C:3]([NH:12][C@@H:13]2[CH2:18][C@@H:17]3[NH:19][C@H:14]2[CH2:15][CH2:16]3)=[N:4][CH:5]=[C:6]([C:8]([F:11])([F:10])[F:9])[CH:7]=1, predict the reactants needed to synthesize it. (2) Given the product [Cl:1][C:2]1[CH:3]=[C:4]2[C:13](=[C:14]3[C:19]=1[CH:18]=[CH:17][CH:16]=[N:15]3)[NH:12][S:11](=[O:21])(=[O:20])[C:10]1[C:5]2=[CH:6][C:7]([N:23]2[CH2:28][CH2:27][CH2:26][CH2:25][CH2:24]2)=[CH:8][CH:9]=1, predict the reactants needed to synthesize it. The reactants are: [Cl:1][C:2]1[CH:3]=[C:4]2[C:13](=[C:14]3[C:19]=1[CH:18]=[CH:17][CH:16]=[N:15]3)[NH:12][S:11](=[O:21])(=[O:20])[C:10]1[C:5]2=[CH:6][C:7](F)=[CH:8][CH:9]=1.[NH:23]1[CH2:28][CH2:27][CH2:26][CH2:25][CH2:24]1. (3) Given the product [C:16]([C:15]1[CH:10]([C:9]2[CH:8]=[CH:7][C:4]([C:5]#[N:6])=[CH:3][C:2]=2[Br:1])[NH:30][C:28](=[O:29])[N:27]([C:23]2[CH:24]=[CH:25][CH:26]=[C:21]([C:20]([F:31])([F:32])[F:19])[CH:22]=2)[C:12]=1[CH3:13])(=[O:18])[CH3:17], predict the reactants needed to synthesize it. The reactants are: [Br:1][C:2]1[CH:3]=[C:4]([CH:7]=[CH:8][C:9]=1[CH:10]=O)[C:5]#[N:6].[C:12]([CH2:15][C:16](=[O:18])[CH3:17])(=O)[CH3:13].[F:19][C:20]([F:32])([F:31])[C:21]1[CH:22]=[C:23]([NH:27][C:28]([NH2:30])=[O:29])[CH:24]=[CH:25][CH:26]=1. (4) Given the product [CH3:1][O:2][CH2:3][C:4]1[S:18][C:17]2[C:16]3[CH:15]=[CH:14][CH:13]=[CH:12][C:11]=3[N:10]=[CH:9][C:8]=2[N:7]=1, predict the reactants needed to synthesize it. The reactants are: [CH3:1][O:2][CH2:3][C:4](Cl)=O.[NH2:7][C:8]1[CH:9]=[N:10][C:11]2[C:16]([C:17]=1[SH:18])=[CH:15][CH:14]=[CH:13][CH:12]=2.[OH-].[Na+]. (5) Given the product [Cl:1][C:2]1[C:3]([S:11][C:12]2[CH:13]=[C:14]([CH3:18])[CH:15]=[CH:16][CH:17]=2)=[CH:4][C:5]2[N:9]=[CH:8][N:7]([CH2:29][O:30][CH2:31][CH2:32][O:33][CH3:34])[C:6]=2[CH:10]=1, predict the reactants needed to synthesize it. The reactants are: [Cl:1][C:2]1[C:3]([S:11][C:12]2[CH:13]=[C:14]([CH3:18])[CH:15]=[CH:16][CH:17]=2)=[CH:4][C:5]2[N:9]=[CH:8][NH:7][C:6]=2[CH:10]=1.CCN(C(C)C)C(C)C.Cl[CH2:29][O:30][CH2:31][CH2:32][O:33][CH3:34]. (6) Given the product [NH2:38][C:35]1[CH:34]=[CH:33][C:32]([NH:31][C:28](=[O:30])[CH3:29])=[CH:37][CH:36]=1, predict the reactants needed to synthesize it. The reactants are: ClC1N=C(NC2C=CC=CC=2C(OC2CCCCC2)=O)C([N+]([O-])=O)=CN=1.Cl.[C:28]([NH:31][C:32]1[CH:37]=[CH:36][C:35]([NH:38]C2N=C(NC3C=CC=CC=3C(OC3CCCCC3)=O)C([N+]([O-])=O)=CN=2)=[CH:34][CH:33]=1)(=[O:30])[CH3:29]. (7) Given the product [CH2:1]([C:3]1[CH:4]=[N:5][N:6]([CH3:17])[C:7]=1[C:8]1[CH:9]=[C:10]([C:13]([O:15][CH3:16])=[O:14])[S:11][CH:12]=1)[CH3:2], predict the reactants needed to synthesize it. The reactants are: [CH:1]([C:3]1[CH:4]=[N:5][N:6]([CH3:17])[C:7]=1[C:8]1[CH:9]=[C:10]([C:13]([O:15][CH3:16])=[O:14])[S:11][CH:12]=1)=[CH2:2]. (8) Given the product [CH3:1][O:2][C:3]([C@H:5]1[CH2:10][CH2:9][C@H:8]([CH2:11][N:12]2[CH2:13][CH2:14][C:15]3[CH:20]=[CH:19][CH:18]=[CH:17][C:16]=3[NH:21][C:23]2=[O:25])[CH2:7][CH2:6]1)=[O:4], predict the reactants needed to synthesize it. The reactants are: [CH3:1][O:2][C:3]([C@H:5]1[CH2:10][CH2:9][C@H:8]([CH2:11][NH:12][CH2:13][CH2:14][C:15]2[CH:20]=[CH:19][CH:18]=[CH:17][C:16]=2[NH2:21])[CH2:7][CH2:6]1)=[O:4].Cl[C:23](Cl)([O:25]C(=O)OC(Cl)(Cl)Cl)Cl. (9) Given the product [CH3:26][S:27]([OH:30])(=[O:29])=[O:28].[O:1]1[C:5]2[CH:6]=[CH:7][CH:8]=[CH:9][C:4]=2[C:3]([NH:10][C:11]2[CH:12]=[C:13]([NH:17][C:18](=[NH:25])[C:19]3[CH:24]=[CH:23][CH:22]=[CH:21][CH:20]=3)[CH:14]=[CH:15][CH:16]=2)=[N:2]1, predict the reactants needed to synthesize it. The reactants are: [O:1]1[C:5]2[CH:6]=[CH:7][CH:8]=[CH:9][C:4]=2[C:3]([NH:10][C:11]2[CH:12]=[C:13]([NH:17][C:18](=[NH:25])[C:19]3[CH:24]=[CH:23][CH:22]=[CH:21][CH:20]=3)[CH:14]=[CH:15][CH:16]=2)=[N:2]1.[CH3:26][S:27]([OH:30])(=[O:29])=[O:28].C(OC(C)C)(C)C.